From a dataset of Reaction yield outcomes from USPTO patents with 853,638 reactions. Predict the reaction yield, written as a fraction of the theoretical maximum amount of product (1.0 means a 100% yield; for example, 0.34 means a 34% yield). (1) The catalyst is CCOC(C)=O. The product is [Br:1][C:2]1[CH:7]=[N+:6]([O-:16])[CH:5]=[C:4]2[NH:8][CH:9]=[CH:10][C:3]=12. The yield is 0.790. The reactants are [Br:1][C:2]1[CH:7]=[N:6][CH:5]=[C:4]2[NH:8][CH:9]=[CH:10][C:3]=12.ClC1C=C(C=CC=1)C(OO)=[O:16]. (2) The reactants are [CH2:1]([O:8][C:9]([N:11]1[C:20]2[C:15](=[CH:16][CH:17]=[CH:18][CH:19]=2)[C:14](=[O:21])[CH2:13][CH2:12]1)=[O:10])[C:2]1[CH:7]=[CH:6][CH:5]=[CH:4][CH:3]=1.CO. The yield is 0.990. The product is [CH2:1]([O:8][C:9]([N:11]1[C:20]2[C:15](=[CH:16][CH:17]=[CH:18][CH:19]=2)[C@@H:14]([OH:21])[CH2:13][CH2:12]1)=[O:10])[C:2]1[CH:7]=[CH:6][CH:5]=[CH:4][CH:3]=1. The catalyst is ClCCl. (3) The reactants are C[O:2][C:3](=[O:32])[CH2:4][O:5][C:6]1[CH:14]=[C:13]2[CH2:15][CH2:16][CH2:17][C:12]2=[C:11]2[C:7]=1[C:8]([C:27](=[O:31])[C:28]([NH2:30])=[O:29])=[C:9]([CH3:26])[N:10]2[CH2:18][C:19]1[CH:24]=[CH:23][CH:22]=[C:21]([F:25])[CH:20]=1.[OH-].[Li+]. The catalyst is O1CCCC1.CO. The product is [OH2:2].[NH2:30][C:28](=[O:29])[C:27]([C:8]1[C:7]2[C:11](=[C:12]3[CH2:17][CH2:16][CH2:15][C:13]3=[CH:14][C:6]=2[O:5][CH2:4][C:3]([OH:32])=[O:2])[N:10]([CH2:18][C:19]2[CH:24]=[CH:23][CH:22]=[C:21]([F:25])[CH:20]=2)[C:9]=1[CH3:26])=[O:31]. The yield is 0.770. (4) The reactants are Cl[C:2]1[CH:3]=[CH:4][CH:5]=[C:6]2[C:11]=1[C:10](=[O:12])[N:9]([CH2:13][CH2:14][C:15]1[CH:24]=[CH:23][C:22]3[C:17](=[CH:18][CH:19]=[CH:20][CH:21]=3)[N:16]=1)[N:8]=[CH:7]2.C([O-])([O-])=O.[Cs+].[Cs+].C1(C)C=CC=CC=1.[NH:38]1[CH2:43][CH2:42][S:41](=[O:45])(=[O:44])[CH2:40][CH2:39]1. The catalyst is C1C=CC(/C=C/C(/C=C/C2C=CC=CC=2)=O)=CC=1.C1C=CC(/C=C/C(/C=C/C2C=CC=CC=2)=O)=CC=1.C1C=CC(/C=C/C(/C=C/C2C=CC=CC=2)=O)=CC=1.[Pd].[Pd].C1C=CC(P(C2C(C3C(P(C4C=CC=CC=4)C4C=CC=CC=4)=CC=C4C=3C=CC=C4)=C3C(C=CC=C3)=CC=2)C2C=CC=CC=2)=CC=1.O. The product is [O:44]=[S:41]1(=[O:45])[CH2:42][CH2:43][N:38]([C:2]2[CH:3]=[CH:4][CH:5]=[C:6]3[C:11]=2[C:10](=[O:12])[N:9]([CH2:13][CH2:14][C:15]2[CH:24]=[CH:23][C:22]4[C:17](=[CH:18][CH:19]=[CH:20][CH:21]=4)[N:16]=2)[N:8]=[CH:7]3)[CH2:39][CH2:40]1. The yield is 0.672. (5) The reactants are Br[C:2]1[C:10]2[C:9]([NH:11][C@H:12]([C:14]3[N:19]([C:20]4[CH:25]=[CH:24][CH:23]=[CH:22][CH:21]=4)[C:18](=[O:26])[C:17]4=[C:27]([CH3:30])[CH:28]=[CH:29][N:16]4[N:15]=3)[CH3:13])=[N:8][CH:7]=[N:6][C:5]=2[N:4]([CH2:31][O:32][CH2:33][CH2:34][Si:35]([CH3:38])([CH3:37])[CH3:36])[CH:3]=1.[OH:39][C:40]1[CH:45]=[CH:44][C:43](B(O)O)=[CH:42][CH:41]=1.C(=O)([O-])[O-].[Na+].[Na+]. The catalyst is Cl[Pd](Cl)([P](C1C=CC=CC=1)(C1C=CC=CC=1)C1C=CC=CC=1)[P](C1C=CC=CC=1)(C1C=CC=CC=1)C1C=CC=CC=1. The product is [OH:39][C:40]1[CH:45]=[CH:44][C:43]([C:2]2[C:10]3[C:9]([NH:11][C@H:12]([C:14]4[N:19]([C:20]5[CH:25]=[CH:24][CH:23]=[CH:22][CH:21]=5)[C:18](=[O:26])[C:17]5=[C:27]([CH3:30])[CH:28]=[CH:29][N:16]5[N:15]=4)[CH3:13])=[N:8][CH:7]=[N:6][C:5]=3[N:4]([CH2:31][O:32][CH2:33][CH2:34][Si:35]([CH3:38])([CH3:37])[CH3:36])[CH:3]=2)=[CH:42][CH:41]=1. The yield is 0.580. (6) The reactants are C([O:3][C:4]([C:6]1[NH:7][C:8]([CH:19]=O)=[C:9]([CH2:12][CH2:13][C:14]([O:16]CC)=[O:15])[C:10]=1[CH3:11])=[O:5])C.[Br:21][C:22]1[CH:23]=[C:24]2[C:28](=[CH:29][CH:30]=1)[NH:27][C:26](=[O:31])[CH2:25]2.[OH-].[K+]. The catalyst is N1CCCCC1.C(O)C. The product is [C:14]([CH2:13][CH2:12][C:9]1[C:10]([CH3:11])=[C:6]([C:4]([OH:3])=[O:5])[NH:7][C:8]=1[CH:19]=[C:25]1[C:24]2[C:28](=[CH:29][CH:30]=[C:22]([Br:21])[CH:23]=2)[NH:27][C:26]1=[O:31])([OH:16])=[O:15]. The yield is 0.980.